Dataset: Catalyst prediction with 721,799 reactions and 888 catalyst types from USPTO. Task: Predict which catalyst facilitates the given reaction. Reactant: [C:1]([O:5][C:6](=[O:26])[CH2:7][O:8][CH2:9][CH:10]1[CH2:15][CH2:14][N:13]([C:16]([O:18][CH2:19][C:20]2[CH:25]=[CH:24][CH:23]=[CH:22][CH:21]=2)=[O:17])[CH2:12][CH2:11]1)(C)(C)C.FC(F)(F)C(O)=O. Product: [CH3:1][O:5][C:6](=[O:26])[CH2:7][O:8][CH2:9][CH:10]1[CH2:15][CH2:14][N:13]([C:16]([O:18][CH2:19][C:20]2[CH:25]=[CH:24][CH:23]=[CH:22][CH:21]=2)=[O:17])[CH2:12][CH2:11]1. The catalyst class is: 4.